This data is from Reaction yield outcomes from USPTO patents with 853,638 reactions. The task is: Predict the reaction yield, written as a fraction of the theoretical maximum amount of product (1.0 means a 100% yield; for example, 0.34 means a 34% yield). The reactants are [NH2:1][C:2]1[CH:10]=[CH:9][CH:8]=[C:7]2[C:3]=1[C:4](=[O:20])[N:5]([CH:12]1[CH2:17][CH2:16][C:15](=[O:18])[NH:14][C:13]1=[O:19])[C:6]2=[O:11].[O:21]1[CH:25]=[CH:24][CH:23]=[C:22]1[CH:26]=O.[BH4-].[Na+]. The catalyst is C(O)(=O)C. The product is [O:19]=[C:13]1[CH:12]([N:5]2[C:4](=[O:20])[C:3]3[C:7](=[CH:8][CH:9]=[CH:10][C:2]=3[NH:1][CH2:26][C:22]3[O:21][CH:25]=[CH:24][CH:23]=3)[C:6]2=[O:11])[CH2:17][CH2:16][C:15](=[O:18])[NH:14]1. The yield is 0.350.